From a dataset of Full USPTO retrosynthesis dataset with 1.9M reactions from patents (1976-2016). Predict the reactants needed to synthesize the given product. (1) The reactants are: N1C=CC=CC=1.C(N1CCCOC(C[NH:22][C:23]2[CH:28]=[CH:27][CH:26]=[CH:25][CH:24]=2)C1)C1C=CC=CC=1.[CH:29]1([C:32](Cl)=[O:33])[CH2:31][CH2:30]1.C([O-])(O)=O.[Na+]. Given the product [C:23]1([NH:22][C:32]([CH:29]2[CH2:31][CH2:30]2)=[O:33])[CH:28]=[CH:27][CH:26]=[CH:25][CH:24]=1, predict the reactants needed to synthesize it. (2) Given the product [Br:17][C:14]1[CH:15]=[CH:16][C:11]([C:8]2[N:7]=[C:6]([C:4]([OH:5])=[O:3])[O:10][N:9]=2)=[C:12]([F:18])[CH:13]=1, predict the reactants needed to synthesize it. The reactants are: C([O:3][C:4]([C:6]1[O:10][N:9]=[C:8]([C:11]2[CH:16]=[CH:15][C:14]([Br:17])=[CH:13][C:12]=2[F:18])[N:7]=1)=[O:5])C.[OH-].[Na+]. (3) Given the product [P:6]([O:13][CH2:14][CH2:15][N:16]1[CH2:17][CH2:18][NH:19][CH2:20][CH2:21]1)([O:5][C:1]([CH3:4])([CH3:3])[CH3:2])([O:8][C:9]([CH3:10])([CH3:11])[CH3:12])=[O:7], predict the reactants needed to synthesize it. The reactants are: [C:1]([O:5][P:6]([O:13][CH2:14][CH2:15][N:16]1[CH2:21][CH2:20][N:19](C(OCC2C=CC=CC=2)=O)[CH2:18][CH2:17]1)([O:8][C:9]([CH3:12])([CH3:11])[CH3:10])=[O:7])([CH3:4])([CH3:3])[CH3:2]. (4) Given the product [CH2:22]([NH:24][C:25](=[O:26])[NH:27][C:28]1[CH:33]=[CH:32][C:31]([C:2]2[N:3]=[C:4]([N:15]3[CH2:20][CH2:19][O:18][CH2:17][C@@H:16]3[CH3:21])[C:5]3[CH2:10][N:9]([C:11]([O:13][CH3:14])=[O:12])[CH2:8][C:6]=3[N:7]=2)=[C:30]([F:43])[CH:29]=1)[CH3:23], predict the reactants needed to synthesize it. The reactants are: Cl[C:2]1[N:3]=[C:4]([N:15]2[CH2:20][CH2:19][O:18][CH2:17][C@@H:16]2[CH3:21])[C:5]2[CH2:10][N:9]([C:11]([O:13][CH3:14])=[O:12])[CH2:8][C:6]=2[N:7]=1.[CH2:22]([NH:24][C:25]([NH:27][C:28]1[CH:33]=[CH:32][C:31](B2OC(C)(C)C(C)(C)O2)=[C:30]([F:43])[CH:29]=1)=[O:26])[CH3:23].ClCCl.C(=O)([O-])[O-].[Na+].[Na+]. (5) Given the product [CH2:1]([O:8][C:9]1[CH:24]=[CH:23][C:12]2[O:13][C@@H:14]([CH2:17][N:25]3[CH2:30][CH2:29][CH2:28][C@H:27]([C:31]4[CH:32]=[C:33]([OH:37])[CH:34]=[CH:35][CH:36]=4)[CH2:26]3)[CH2:15][O:16][C:11]=2[CH:10]=1)[C:2]1[CH:3]=[CH:4][CH:5]=[CH:6][CH:7]=1, predict the reactants needed to synthesize it. The reactants are: [CH2:1]([O:8][C:9]1[CH:24]=[CH:23][C:12]2[O:13][C@@H:14]([CH2:17]OS(C)(=O)=O)[CH2:15][O:16][C:11]=2[CH:10]=1)[C:2]1[CH:7]=[CH:6][CH:5]=[CH:4][CH:3]=1.[NH:25]1[CH2:30][CH2:29][CH2:28][C@H:27]([C:31]2[CH:32]=[C:33]([OH:37])[CH:34]=[CH:35][CH:36]=2)[CH2:26]1.Br.C([O-])(O)=O.[Na+].